This data is from Full USPTO retrosynthesis dataset with 1.9M reactions from patents (1976-2016). The task is: Predict the reactants needed to synthesize the given product. (1) Given the product [C:51]([O:50][C:47]1[CH:46]=[CH:45][C:44]([CH2:43][C@H:39]([NH:38][C:36](=[O:37])[O:35][CH2:34][CH:32]2[C:33]3[CH:21]=[CH:22][CH:23]=[CH:24][C:25]=3[C:26]3[C:31]2=[CH:30][CH:29]=[CH:28][CH:27]=3)[C:40]([N:6]([CH2:5][CH:4]([O:3][CH2:1][CH3:2])[O:18][CH2:19][CH3:20])[CH2:7][C:8]2[CH:9]=[CH:10][CH:11]=[C:12]3[C:17]=2[N:16]=[CH:15][CH:14]=[CH:13]3)=[O:41])=[CH:49][CH:48]=1)([CH3:54])([CH3:52])[CH3:53], predict the reactants needed to synthesize it. The reactants are: [CH2:1]([O:3][CH:4]([O:18][CH2:19][CH3:20])[CH2:5][NH:6][CH2:7][C:8]1[CH:9]=[CH:10][CH:11]=[C:12]2[C:17]=1[N:16]=[CH:15][CH:14]=[CH:13]2)[CH3:2].[CH:21]1[C:33]2[CH:32]([CH2:34][O:35][C:36]([NH:38][C@@H:39]([CH2:43][C:44]3[CH:49]=[CH:48][C:47]([O:50][C:51]([CH3:54])([CH3:53])[CH3:52])=[CH:46][CH:45]=3)[C:40](O)=[O:41])=[O:37])[C:31]3[C:26](=[CH:27][CH:28]=[CH:29][CH:30]=3)[C:25]=2[CH:24]=[CH:23][CH:22]=1. (2) Given the product [S:1]1[CH:5]=[CH:4][C:3]2[CH:6]=[C:7]([CH2:10][S:11]([CH2:14][C@@H:15]([N:19]([OH:22])[CH:20]=[O:21])[CH:16]([CH3:18])[CH3:17])(=[O:13])=[O:12])[CH:8]=[CH:9][C:2]1=2, predict the reactants needed to synthesize it. The reactants are: [S:1]1[CH:5]=[CH:4][C:3]2[CH:6]=[C:7]([CH2:10][S:11]([CH2:14][C@@H:15]([N:19]([OH:22])[CH:20]=[O:21])[CH:16]([CH3:18])[CH3:17])(=[O:13])=[O:12])[CH:8]=[CH:9][C:2]1=2.S1C=CC2C=C(CS(CC(NO)C(C)C)(=O)=O)C=CC1=2.C(OC(=O)C)(=O)C.C([O-])([O-])=O.[K+].[K+].Cl.